Predict the product of the given reaction. From a dataset of Forward reaction prediction with 1.9M reactions from USPTO patents (1976-2016). (1) Given the reactants [CH:1]1([C:4]([NH:6][C:7]2[S:8][C:9]3[CH:15]=[C:14]([O:16][S:17]([C:20]4[CH:25]=[CH:24][C:23](F)=[CH:22][CH:21]=4)(=[O:19])=[O:18])[CH:13]=[CH:12][C:10]=3[N:11]=2)=[O:5])[CH2:3][CH2:2]1.[N:27]1([CH2:32][CH2:33][CH2:34][NH2:35])[CH:31]=[CH:30][N:29]=[CH:28]1, predict the reaction product. The product is: [CH:1]1([C:4]([NH:6][C:7]2[S:8][C:9]3[CH:15]=[C:14]([O:16][S:17]([C:20]4[CH:25]=[CH:24][C:23]([NH:35][CH2:34][CH2:33][CH2:32][N:27]5[CH:31]=[CH:30][N:29]=[CH:28]5)=[CH:22][CH:21]=4)(=[O:19])=[O:18])[CH:13]=[CH:12][C:10]=3[N:11]=2)=[O:5])[CH2:3][CH2:2]1. (2) Given the reactants [CH2:1]([C@H:3]1[CH2:8][CH2:7][C@H:6]([NH:9][C:10]([C@@H:12]2[CH2:14][C@H:13]2[CH2:15]OS(C)(=O)=O)=[O:11])[CH2:5][CH2:4]1)[CH3:2].C[C@H]1CC[C@H](NC([C@@H]2C[C@H]2COS(C)(=O)=O)=O)CC1.Cl.[F:41][C:42]([F:56])([F:55])[C:43]1[CH:48]=[CH:47][C:46]([N:49]2[CH2:54][CH2:53][NH:52][CH2:51][CH2:50]2)=[CH:45][CH:44]=1.Cl.ClC1C=C(N2CCNCC2)C=CC=1, predict the reaction product. The product is: [CH2:1]([C@H:3]1[CH2:8][CH2:7][C@H:6]([NH:9][C:10]([C@@H:12]2[CH2:14][C@H:13]2[CH2:15][N:52]2[CH2:51][CH2:50][N:49]([C:46]3[CH:45]=[CH:44][C:43]([C:42]([F:55])([F:56])[F:41])=[CH:48][CH:47]=3)[CH2:54][CH2:53]2)=[O:11])[CH2:5][CH2:4]1)[CH3:2]. (3) Given the reactants [Br:1][C:2]1[CH:9]=[CH:8][CH:7]=[CH:6][C:3]=1[CH:4]=[O:5], predict the reaction product. The product is: [Br:1][C:2]1[CH:9]=[CH:8][CH:7]=[CH:6][C:3]=1[CH:4]([OH:5])[CH2:4][C:3]1[CH:6]=[CH:7][CH:8]=[CH:9][CH:2]=1. (4) Given the reactants [Cl:1][C:2]1[CH:7]=[CH:6][C:5]([C@H:8]2[N:15]3[C:11]([S:12][C:13]([C:19]([N:21]4[C@H:28]([CH3:29])[CH2:27][CH2:26][C@H:22]4[C:23](O)=[O:24])=[O:20])=[C:14]3[CH:16]([CH3:18])[CH3:17])=[N:10][C@:9]2([C:31]2[CH:36]=[CH:35][C:34]([Cl:37])=[CH:33][CH:32]=2)[CH3:30])=[CH:4][CH:3]=1.Cl.Cl.[CH3:40][C:41]1([CH3:47])[CH2:46][NH:45][CH2:44][CH2:43][NH:42]1, predict the reaction product. The product is: [Cl:1][C:2]1[CH:7]=[CH:6][C:5]([C@H:8]2[N:15]3[C:11]([S:12][C:13]([C:19]([N:21]4[C@H:28]([CH3:29])[CH2:27][CH2:26][C@H:22]4[C:23]([N:45]4[CH2:44][CH2:43][NH:42][C:41]([CH3:47])([CH3:40])[CH2:46]4)=[O:24])=[O:20])=[C:14]3[CH:16]([CH3:17])[CH3:18])=[N:10][C@:9]2([C:31]2[CH:36]=[CH:35][C:34]([Cl:37])=[CH:33][CH:32]=2)[CH3:30])=[CH:4][CH:3]=1.